This data is from Forward reaction prediction with 1.9M reactions from USPTO patents (1976-2016). The task is: Predict the product of the given reaction. (1) Given the reactants C(OC(C(F)(F)F)=O)(C(F)(F)F)=O.[C:14]([C:17]1[CH:22]=[CH:21][C:20]([C:23]2[CH:24]=[N:25][C:26]([C:29]([F:32])([F:31])[F:30])=[N:27][CH:28]=2)=[CH:19][C:18]=1[CH2:33][NH:34][C:35]([C@@H:37]1[C@@H:41]([F:42])[CH2:40][CH2:39][N:38]1[C:43]([O:45][C:46]([CH3:49])([CH3:48])[CH3:47])=[O:44])=[O:36])(=O)[NH2:15].C(N(CC)CC)C, predict the reaction product. The product is: [C:14]([C:17]1[CH:22]=[CH:21][C:20]([C:23]2[CH:24]=[N:25][C:26]([C:29]([F:32])([F:30])[F:31])=[N:27][CH:28]=2)=[CH:19][C:18]=1[CH2:33][NH:34][C:35]([C@@H:37]1[C@@H:41]([F:42])[CH2:40][CH2:39][N:38]1[C:43]([O:45][C:46]([CH3:49])([CH3:48])[CH3:47])=[O:44])=[O:36])#[N:15]. (2) Given the reactants [C:1]([C:3]1[CH:4]=[C:5](B(O)O)[CH:6]=[CH:7][CH:8]=1)#[N:2].Br[C:13]1[CH:18]=[CH:17][C:16]([O:19][CH2:20][CH2:21][N:22]([CH:30]2[CH2:35][CH2:34][C:33]([CH3:37])([CH3:36])[CH2:32][CH2:31]2)[C:23](=[O:29])[O:24][C:25]([CH3:28])([CH3:27])[CH3:26])=[CH:15][CH:14]=1, predict the reaction product. The product is: [C:1]([C:3]1[CH:4]=[C:5]([C:13]2[CH:18]=[CH:17][C:16]([O:19][CH2:20][CH2:21][N:22]([CH:30]3[CH2:31][CH2:32][C:33]([CH3:37])([CH3:36])[CH2:34][CH2:35]3)[C:23](=[O:29])[O:24][C:25]([CH3:28])([CH3:27])[CH3:26])=[CH:15][CH:14]=2)[CH:6]=[CH:7][CH:8]=1)#[N:2]. (3) Given the reactants [S:1]1[C:5]2=[N:6][CH:7]=[CH:8][CH:9]=[C:4]2[C:3]([OH:10])=[N:2]1.[F:11][C:12]([F:23])([F:22])[CH:13]1[CH2:18][CH2:17][N:16]([C:19](Cl)=[O:20])[CH2:15][CH2:14]1, predict the reaction product. The product is: [F:22][C:12]([F:11])([F:23])[CH:13]1[CH2:18][CH2:17][N:16]([C:19]([O:10][C:3]2[C:4]3[C:5](=[N:6][CH:7]=[CH:8][CH:9]=3)[S:1][N:2]=2)=[O:20])[CH2:15][CH2:14]1. (4) Given the reactants [NH2:1][C:2]1[C:7]([C:8]([F:11])([F:10])[F:9])=[CH:6][C:5]([CH:12]([NH:15][C:16]([CH3:19])([CH3:18])[CH3:17])[CH2:13][OH:14])=[CH:4][C:3]=1[Cl:20], predict the reaction product. The product is: [ClH:20].[NH2:1][C:2]1[C:7]([C:8]([F:10])([F:11])[F:9])=[CH:6][C:5]([CH:12]([NH:15][C:16]([CH3:18])([CH3:17])[CH3:19])[CH2:13][OH:14])=[CH:4][C:3]=1[Cl:20].